From a dataset of Forward reaction prediction with 1.9M reactions from USPTO patents (1976-2016). Predict the product of the given reaction. (1) Given the reactants [CH3:1][O:2][C:3]1[CH:4]=[C:5]2[C:10](=[CH:11][C:12]=1[O:13][CH3:14])[N:9]=[CH:8][CH:7]=[C:6]2[O:15][C:16]1[CH:21]=[CH:20][C:19]([NH:22][C:23](=O)[CH2:24][O:25][C:26]2[CH:31]=[CH:30][CH:29]=[CH:28][C:27]=2[CH3:32])=[CH:18][C:17]=1[CH3:34].Cl.[OH-].[Na+], predict the reaction product. The product is: [CH3:1][O:2][C:3]1[CH:4]=[C:5]2[C:10](=[CH:11][C:12]=1[O:13][CH3:14])[N:9]=[CH:8][CH:7]=[C:6]2[O:15][C:16]1[CH:21]=[CH:20][C:19]([NH:22][CH2:23][CH2:24][O:25][C:26]2[CH:31]=[CH:30][CH:29]=[CH:28][C:27]=2[CH3:32])=[CH:18][C:17]=1[CH3:34]. (2) Given the reactants [C:1]12(N)[CH2:10][CH:5]3[CH2:6][CH:7]([CH2:9][CH:3]([CH2:4]3)[CH2:2]1)[CH2:8]2.[CH3:12][CH:13]1[S:17](=[O:19])(=[O:18])[O:16][CH2:15][CH2:14]1.C(#[N:22])C, predict the reaction product. The product is: [CH:1]12[CH2:10][CH:5]3[CH2:6][CH:7]([CH2:9][CH:3]([CH2:4]3)[CH:2]1[NH:22][CH2:15][CH2:14][CH:13]([S:17]([OH:16])(=[O:19])=[O:18])[CH3:12])[CH2:8]2. (3) Given the reactants [CH3:1][CH2:2][CH2:3][C@H:4]1[CH2:8][N:7]([CH3:9])[C@H:6]([C:10]([NH:12][C@H:13]([C@@H:25]([Cl:27])[CH3:26])[C@H:14]2[O:19][C@H:18]([S:20][CH3:21])[C@H:17]([OH:22])[C@@H:16]([OH:23])[C@H:15]2[OH:24])=[O:11])[CH2:5]1.Cl.II, predict the reaction product. The product is: [CH3:1][CH2:2][CH2:3][C@H:4]1[CH2:8][N:7]([CH3:9])[C@H:6]([C:10]([NH:12][C@H:13]([C@@H:25]([Cl:27])[CH3:26])[C@H:14]2[O:19][C@H:18]([S:20][CH3:21])[C@H:17]([OH:22])[C@@H:16]([OH:23])[C@H:15]2[OH:24])=[O:11])[CH2:5]1.[CH2-:13][C:14]([CH3:15])=[O:19]. (4) Given the reactants [Cl:1][C:2]1[CH:7]=[CH:6][CH:5]=[CH:4][C:3]=1[C:8]1[N:12]([CH2:13][C:14](O)=[O:15])[N:11]=[C:10]([CH2:17][N:18]2[C:22](=[O:23])[N:21]([CH2:24][C@H:25]([OH:30])[C:26]([F:29])([F:28])[F:27])[C:20]([C:31]3[CH:36]=CC(Cl)=[CH:33][CH:32]=3)=[N:19]2)[N:9]=1.C1C=CC2N(O)N=[N:44]C=2C=1.[CH2:48]([Cl:51])[CH2:49]Cl.N, predict the reaction product. The product is: [Cl:1][C:2]1[CH:7]=[CH:6][CH:5]=[CH:4][C:3]=1[C:8]1[N:12]([CH2:13][C:14]([NH2:44])=[O:15])[N:11]=[C:10]([CH2:17][N:18]2[C:22](=[O:23])[N:21]([CH2:24][C@H:25]([OH:30])[C:26]([F:27])([F:28])[F:29])[C:20]([C:31]3[CH:36]=[CH:49][C:48]([Cl:51])=[CH:33][CH:32]=3)=[N:19]2)[N:9]=1. (5) Given the reactants [C:1]1([C:7]2[C:8]([CH:16]=[CH2:17])=[C:9]([C:12]([O:14][CH3:15])=[O:13])[O:10][CH:11]=2)[CH:6]=[CH:5][CH:4]=[CH:3][CH:2]=1, predict the reaction product. The product is: [CH2:16]([C:8]1[C:7]([C:1]2[CH:6]=[CH:5][CH:4]=[CH:3][CH:2]=2)=[CH:11][O:10][C:9]=1[C:12]([O:14][CH3:15])=[O:13])[CH3:17]. (6) Given the reactants C1C2NC3C(=CC=CC=3)C=2C=C(C=O)C=1.BrCC#C.[CH2:20]([N:23]1[C:35]2[CH:34]=[CH:33][C:32]([CH:36]=O)=[CH:31][C:30]=2[C:29]2[C:24]1=[CH:25][CH:26]=[CH:27][CH:28]=2)[C:21]#[CH:22].[NH2:38][C:39]1[CH:40]=[C:41]([CH:47]=[CH:48][C:49]=1[NH:50][CH2:51][CH2:52][O:53][CH3:54])[C:42]([O:44]CC)=[O:43], predict the reaction product. The product is: [CH3:54][O:53][CH2:52][CH2:51][N:50]1[C:49]2[CH:48]=[CH:47][C:41]([C:42]([OH:44])=[O:43])=[CH:40][C:39]=2[N:38]=[C:36]1[C:32]1[CH:33]=[CH:34][C:35]2[N:23]([CH2:20][C:21]#[CH:22])[C:24]3[C:29]([C:30]=2[CH:31]=1)=[CH:28][CH:27]=[CH:26][CH:25]=3. (7) Given the reactants [CH3:1][S:2](Cl)(=[O:4])=[O:3].[Cl:6][C:7]1[O:11][C:10]([CH:12]2[C:17]3=[C:18]4[N:31]([CH3:32])[C:30](=[O:33])[N:29]([CH3:34])[C:28](=[O:35])[C:19]4=[C:20]([C:21]4[CH:26]=[CH:25][CH:24]=[C:23]([F:27])[CH:22]=4)[N:16]3[CH2:15][C@H:14]([CH2:36][OH:37])[O:13]2)=[CH:9][CH:8]=1.C(N(CC)CC)C, predict the reaction product. The product is: [CH3:1][S:2]([O:37][CH2:36][C@@H:14]1[O:13][CH:12]([C:10]2[O:11][C:7]([Cl:6])=[CH:8][CH:9]=2)[C:17]2=[C:18]3[N:31]([CH3:32])[C:30](=[O:33])[N:29]([CH3:34])[C:28](=[O:35])[C:19]3=[C:20]([C:21]3[CH:26]=[CH:25][CH:24]=[C:23]([F:27])[CH:22]=3)[N:16]2[CH2:15]1)(=[O:4])=[O:3]. (8) The product is: [CH3:25][C@H:16]([NH:15][CH3:14])[C@@H:17]([OH:18])[C:19]1[CH:20]=[CH:21][CH:22]=[CH:23][CH:24]=1. Given the reactants O=C[C@@H]([C@H]([C@@H]([C@@H](CO)O)O)O)O.Cl.[CH3:14][NH:15][CH:16]([CH3:25])[C:17]([C:19]1[CH:24]=[CH:23][CH:22]=[CH:21][CH:20]=1)=[O:18], predict the reaction product. (9) Given the reactants [CH2:1]([NH:4][C:5]1[C:6]([C:10]([O:12]C)=[O:11])=[CH:7][S:8][CH:9]=1)[CH2:2][CH3:3].[OH-].[Na+].OS([O-])=O.[Na+], predict the reaction product. The product is: [CH2:1]([NH:4][C:5]1[C:6]([C:10]([OH:12])=[O:11])=[CH:7][S:8][CH:9]=1)[CH2:2][CH3:3]. (10) Given the reactants [CH:1]1[C:10]2[CH:9]=[CH:8][CH:7]=[C:6]([C:11]([OH:13])=O)[C:5]=2[CH:4]=[N:3][N:2]=1.[NH2:14][NH:15][C:16]([NH2:18])=[S:17], predict the reaction product. The product is: [CH:1]1[C:10]2[CH:9]=[CH:8][CH:7]=[C:6]([C:11]([NH:14][NH:15][C:16]([NH2:18])=[S:17])=[O:13])[C:5]=2[CH:4]=[N:3][N:2]=1.